This data is from Forward reaction prediction with 1.9M reactions from USPTO patents (1976-2016). The task is: Predict the product of the given reaction. Given the reactants [C:1]([C:5]1[CH:10]=[CH:9][C:8]([S:11]([N:14]([CH2:22][C:23]([OH:25])=O)[C:15]2[CH:20]=[CH:19][C:18]([CH3:21])=[CH:17][CH:16]=2)(=[O:13])=[O:12])=[CH:7][CH:6]=1)([CH3:4])([CH3:3])[CH3:2].[CH:26]1([NH:29][CH2:30][C:31]2[CH:36]=[C:35]([Cl:37])[CH:34]=[CH:33][C:32]=2[Cl:38])[CH2:28][CH2:27]1, predict the reaction product. The product is: [C:1]([C:5]1[CH:10]=[CH:9][C:8]([S:11]([N:14]([C:15]2[CH:16]=[CH:17][C:18]([CH3:21])=[CH:19][CH:20]=2)[CH2:22][C:23]([N:29]([CH:26]2[CH2:27][CH2:28]2)[CH2:30][C:31]2[CH:36]=[C:35]([Cl:37])[CH:34]=[CH:33][C:32]=2[Cl:38])=[O:25])(=[O:13])=[O:12])=[CH:7][CH:6]=1)([CH3:2])([CH3:4])[CH3:3].